From a dataset of Full USPTO retrosynthesis dataset with 1.9M reactions from patents (1976-2016). Predict the reactants needed to synthesize the given product. (1) Given the product [CH2:25]([C:17]1[N:18]=[C:19]([CH2:23][CH3:24])[CH:20]=[C:21]2[C:16]=1[C:14]([OH:15])=[C:3]([C:4]([O:6][CH2:28][CH3:29])=[O:5])[C:7](=[O:9])[NH:22]2)[CH3:26], predict the reactants needed to synthesize it. The reactants are: C([C:3](CC)([C:7]([O-:9])=O)[C:4]([O-:6])=[O:5])C.CO[C:14]([C:16]1[C:17]([CH2:25][CH3:26])=[N:18][C:19]([CH2:23][CH3:24])=[CH:20][C:21]=1[NH2:22])=[O:15].[O-][CH2:28][CH3:29].[Na+]. (2) Given the product [C:1]([C:3]1[C:4]([N:17]2[CH2:18][CH:19]([C:21]([NH:35][S:32]([C:28]3[CH:29]=[CH:30][CH:31]=[C:26]([C:24]#[N:25])[CH:27]=3)(=[O:33])=[O:34])=[O:23])[CH2:20]2)=[N:5][C:6]([CH:14]([F:16])[F:15])=[C:7]([CH:8]=1)[C:9]([O:11][CH2:12][CH3:13])=[O:10])#[N:2], predict the reactants needed to synthesize it. The reactants are: [C:1]([C:3]1[C:4]([N:17]2[CH2:20][CH:19]([C:21]([OH:23])=O)[CH2:18]2)=[N:5][C:6]([CH:14]([F:16])[F:15])=[C:7]([C:9]([O:11][CH2:12][CH3:13])=[O:10])[CH:8]=1)#[N:2].[C:24]([C:26]1[CH:27]=[C:28]([S:32]([NH2:35])(=[O:34])=[O:33])[CH:29]=[CH:30][CH:31]=1)#[N:25]. (3) Given the product [OH:32][CH2:31][C:25]1[CH:24]=[C:23]([CH2:22][CH2:21][C:16]2[CH:17]=[CH:18][C:19]([CH3:20])=[C:14]([C:11]3[CH:12]=[CH:13][C:8]([C:3](=[O:4])[CH2:1][CH3:2])=[CH:9][C:10]=3[CH2:33][CH2:34][CH3:35])[CH:15]=2)[CH:28]=[CH:27][C:26]=1[CH2:29][OH:30], predict the reactants needed to synthesize it. The reactants are: [CH2:1]([C:3]1([C:8]2[CH:13]=[CH:12][C:11]([C:14]3[C:19]([CH3:20])=[CH:18][CH:17]=[C:16]([CH2:21][CH2:22][C:23]4[CH:28]=[CH:27][C:26]([CH2:29][OH:30])=[C:25]([CH2:31][OH:32])[CH:24]=4)[CH:15]=3)=[C:10]([CH2:33][CH2:34][CH3:35])[CH:9]=2)OCC[O:4]1)[CH3:2].O.C1(C)C=CC(S(O)(=O)=O)=CC=1.C(=O)([O-])O.[Na+]. (4) Given the product [NH2:80][C:59]1[N:58]=[C:57]([NH:56][CH2:52][CH2:53][CH2:54][CH3:55])[N:65]=[C:64]2[C:60]=1[NH:61][C:62](=[O:78])[N:63]2[CH2:66][CH2:67][CH2:68][CH2:69][CH2:70][N:71]1[CH2:72][CH2:73][CH2:74][CH2:75][CH2:76][CH2:77]1, predict the reactants needed to synthesize it. The reactants are: FC(F)(F)C(O)=O.C(NC1NC2C(N=C(OC)N=2)=C(N)N=1)CCC.C(=O)([O-])[O-].[K+].[K+].BrCCCCCCl.N1CCCCCC1.C(N(CC)CC)C.[CH2:52]([NH:56][C:57]1[N:65]=[C:64]2[C:60]([N:61]=[C:62]([O:78]C)[N:63]2[CH2:66][CH2:67][CH2:68][CH2:69][CH2:70][N:71]2[CH2:77][CH2:76][CH2:75][CH2:74][CH2:73][CH2:72]2)=[C:59]([NH2:80])[N:58]=1)[CH2:53][CH2:54][CH3:55]. (5) Given the product [F:1][C:2]1[CH:7]=[CH:6][C:5]([C@H:8]([NH:10][C:11]([C:13]2([OH:27])[CH2:18][CH2:17][CH:16]([OH:19])[CH2:15][CH2:14]2)=[O:12])[CH3:9])=[CH:4][CH:3]=1, predict the reactants needed to synthesize it. The reactants are: [F:1][C:2]1[CH:7]=[CH:6][C:5]([C@H:8]([NH:10][C:11]([C:13]2([OH:27])[CH2:18][CH2:17][CH:16]([O:19][Si](C(C)(C)C)(C)C)[CH2:15][CH2:14]2)=[O:12])[CH3:9])=[CH:4][CH:3]=1.CCCC[N+](CCCC)(CCCC)CCCC.[F-]. (6) Given the product [C:8]([NH:7][CH:1]1[CH2:2][CH2:3][CH2:4][CH2:5][CH2:6]1)([NH:9][CH:10]1[CH2:15][CH2:14][CH2:13][CH2:12][CH2:11]1)=[O:23], predict the reactants needed to synthesize it. The reactants are: [CH:1]1([N:7]=[C:8]=[N:9][CH:10]2[CH2:15][CH2:14][CH2:13][CH2:12][CH2:11]2)[CH2:6][CH2:5][CH2:4][CH2:3][CH2:2]1.C([O:23][C@H](CCCCCCCCCCC)CC(O)=O)C1C=CC=CC=1.